Predict the reaction yield, written as a fraction of the theoretical maximum amount of product (1.0 means a 100% yield; for example, 0.34 means a 34% yield). From a dataset of Reaction yield outcomes from USPTO patents with 853,638 reactions. (1) The reactants are C[O:2][C:3](=[O:19])[CH:4]([C:12]1[CH:17]=[CH:16][CH:15]=[C:14]([F:18])[CH:13]=1)[NH:5][C:6]1[CH:11]=[CH:10][CH:9]=[CH:8][CH:7]=1.O.[OH-].[Li+]. The catalyst is C1COCC1.O. The product is [F:18][C:14]1[CH:13]=[C:12]([CH:4]([NH:5][C:6]2[CH:11]=[CH:10][CH:9]=[CH:8][CH:7]=2)[C:3]([OH:19])=[O:2])[CH:17]=[CH:16][CH:15]=1. The yield is 0.750. (2) The reactants are [OH:1][C:2]([C@@H:4]1[CH:19]=[C:18]2[C@@H:8]([CH2:9][C:10]3[C:20]4[C:13](=[CH:14][CH:15]=[CH:16][C:17]2=4)[NH:12][CH:11]=3)[N:6]([CH3:7])[CH2:5]1)=O.[C:21](C1NC=CN=1)([C:23]1[NH:24][CH:25]=[CH:26]N=1)=O.C(NCC)C. The catalyst is CN(C)C=O. The product is [CH2:23]([N:24]([CH2:25][CH3:26])[C:2]([C@@H:4]1[CH:19]=[C:18]2[C@@H:8]([CH2:9][C:10]3[C:20]4[C:13](=[CH:14][CH:15]=[CH:16][C:17]2=4)[NH:12][CH:11]=3)[N:6]([CH3:7])[CH2:5]1)=[O:1])[CH3:21]. The yield is 0.750. (3) The reactants are [Cl:1][C:2]1[CH:3]=[C:4]([NH:9][C:10]2[C:19]3[C:14](=[CH:15][C:16]([O:32][CH3:33])=[C:17]([O:20][CH2:21][CH2:22][CH2:23][N:24]4[CH2:31][CH:30]5[CH:26]([CH2:27][NH:28][CH2:29]5)[CH2:25]4)[CH:18]=3)[N:13]=[CH:12][N:11]=2)[CH:5]=[CH:6][C:7]=1[F:8].C=O.[CH3:36]C(O)=O. The catalyst is C(Cl)Cl.CO.O. The product is [Cl:1][C:2]1[CH:3]=[C:4]([NH:9][C:10]2[C:19]3[C:14](=[CH:15][C:16]([O:32][CH3:33])=[C:17]([O:20][CH2:21][CH2:22][CH2:23][N:24]4[CH2:31][CH:30]5[CH:26]([CH2:27][N:28]([CH3:36])[CH2:29]5)[CH2:25]4)[CH:18]=3)[N:13]=[CH:12][N:11]=2)[CH:5]=[CH:6][C:7]=1[F:8]. The yield is 0.680. (4) The yield is 1.00. The product is [CH3:17][C:18]1[CH:22]=[C:21]([CH3:23])[N:20]([CH:24]([CH3:29])[C:25]([NH:27][NH:28][C:2](=[S:3])[NH:1][C:4]2[CH:8]=[CH:7][N:6]([CH2:9][C:10]3[CH:15]=[CH:14][CH:13]=[C:12]([CH3:16])[N:11]=3)[N:5]=2)=[O:26])[N:19]=1. The reactants are [N:1]([C:4]1[CH:8]=[CH:7][N:6]([CH2:9][C:10]2[CH:15]=[CH:14][CH:13]=[C:12]([CH3:16])[N:11]=2)[N:5]=1)=[C:2]=[S:3].[CH3:17][C:18]1[CH:22]=[C:21]([CH3:23])[N:20]([CH:24]([CH3:29])[C:25]([NH:27][NH2:28])=[O:26])[N:19]=1. The catalyst is C(Cl)Cl. (5) The reactants are [CH:1]([N:4]1[C:12]2[CH:11]=[C:10]([NH:13][C:14]3[CH:19]=[CH:18][N:17]=[C:16]([N:20]4[CH:24]=[C:23]([C:25]([OH:27])=O)[N:22]=[CH:21]4)[N:15]=3)[N:9]=[CH:8][C:7]=2[N:6]=[C:5]1[CH3:28])([CH3:3])[CH3:2].C[CH2:30][N:31](C(C)C)C(C)C.CN(C(ON1N=NC2C=CC=CC1=2)=[N+](C)C)C.F[P-](F)(F)(F)(F)F.CN. The yield is 0.0740. The product is [CH:1]([N:4]1[C:12]2[CH:11]=[C:10]([NH:13][C:14]3[CH:19]=[CH:18][N:17]=[C:16]([N:20]4[CH:24]=[C:23]([C:25]([NH:31][CH3:30])=[O:27])[N:22]=[CH:21]4)[N:15]=3)[N:9]=[CH:8][C:7]=2[N:6]=[C:5]1[CH3:28])([CH3:3])[CH3:2]. No catalyst specified. (6) The reactants are Br[C:2]1[CH:3]=[N:4][CH:5]=[C:6]2[C:11]=1[N:10]=[C:9]([OH:12])[CH:8]=[CH:7]2.[CH3:13][N:14]1[CH:18]=[C:17]([C:19]2[CH:24]=[CH:23][C:22](B3OC(C)(C)C(C)(C)O3)=[CH:21][CH:20]=2)[CH:16]=[N:15]1.C(=O)([O-])[O-].[Na+].[Na+].O. The catalyst is C(#N)C. The product is [CH3:13][N:14]1[CH:18]=[C:17]([C:19]2[CH:20]=[CH:21][C:22]([C:2]3[CH:3]=[N:4][CH:5]=[C:6]4[C:11]=3[N:10]=[C:9]([OH:12])[CH:8]=[CH:7]4)=[CH:23][CH:24]=2)[CH:16]=[N:15]1. The yield is 0.940. (7) The reactants are C(OC([N:8]1[CH:17]([CH:18]([OH:36])[CH:19]([O:21][C:22](=[O:35])[CH:23]([NH:27]C(OC(C)(C)C)=O)[CH:24]([CH3:26])[CH3:25])[CH3:20])[CH2:16][NH:15][C:14]2[NH:13][C:12]([N:37]=CN(C)C)=[N:11][C:10](=[O:42])[C:9]1=2)=O)(C)(C)C.[ClH:43].O1CCOCC1. The catalyst is O1CCOCC1. The product is [ClH:43].[ClH:43].[NH2:37][C:12]1[NH:11][C:10](=[O:42])[C:9]2[NH:8][CH:17]([CH:18]([OH:36])[CH:19]([O:21][C:22](=[O:35])[CH:23]([NH2:27])[CH:24]([CH3:25])[CH3:26])[CH3:20])[CH2:16][NH:15][C:14]=2[N:13]=1. The yield is 0.730.